The task is: Regression. Given two drug SMILES strings and cell line genomic features, predict the synergy score measuring deviation from expected non-interaction effect.. This data is from NCI-60 drug combinations with 297,098 pairs across 59 cell lines. (1) Drug 1: C1CCC(C1)C(CC#N)N2C=C(C=N2)C3=C4C=CNC4=NC=N3. Drug 2: CC1=C2C(C(=O)C3(C(CC4C(C3C(C(C2(C)C)(CC1OC(=O)C(C(C5=CC=CC=C5)NC(=O)OC(C)(C)C)O)O)OC(=O)C6=CC=CC=C6)(CO4)OC(=O)C)O)C)O. Cell line: UO-31. Synergy scores: CSS=28.2, Synergy_ZIP=-4.47, Synergy_Bliss=5.22, Synergy_Loewe=7.89, Synergy_HSA=8.25. (2) Drug 1: CS(=O)(=O)C1=CC(=C(C=C1)C(=O)NC2=CC(=C(C=C2)Cl)C3=CC=CC=N3)Cl. Drug 2: C1=C(C(=O)NC(=O)N1)N(CCCl)CCCl. Cell line: CCRF-CEM. Synergy scores: CSS=46.6, Synergy_ZIP=-3.61, Synergy_Bliss=-4.04, Synergy_Loewe=-18.5, Synergy_HSA=-3.54. (3) Drug 1: CC(C)(C#N)C1=CC(=CC(=C1)CN2C=NC=N2)C(C)(C)C#N. Drug 2: CN(CC1=CN=C2C(=N1)C(=NC(=N2)N)N)C3=CC=C(C=C3)C(=O)NC(CCC(=O)O)C(=O)O. Cell line: HT29. Synergy scores: CSS=63.4, Synergy_ZIP=8.29, Synergy_Bliss=7.70, Synergy_Loewe=-21.8, Synergy_HSA=1.48. (4) Drug 2: CCN(CC)CCCC(C)NC1=C2C=C(C=CC2=NC3=C1C=CC(=C3)Cl)OC. Cell line: SF-295. Drug 1: CC1CCC2CC(C(=CC=CC=CC(CC(C(=O)C(C(C(=CC(C(=O)CC(OC(=O)C3CCCCN3C(=O)C(=O)C1(O2)O)C(C)CC4CCC(C(C4)OC)O)C)C)O)OC)C)C)C)OC. Synergy scores: CSS=32.6, Synergy_ZIP=-8.97, Synergy_Bliss=-4.66, Synergy_Loewe=-25.5, Synergy_HSA=-4.61. (5) Drug 1: CC1C(C(CC(O1)OC2CC(CC3=C2C(=C4C(=C3O)C(=O)C5=C(C4=O)C(=CC=C5)OC)O)(C(=O)C)O)N)O.Cl. Drug 2: CC1=C(C=C(C=C1)NC(=O)C2=CC=C(C=C2)CN3CCN(CC3)C)NC4=NC=CC(=N4)C5=CN=CC=C5. Cell line: HT29. Synergy scores: CSS=25.6, Synergy_ZIP=5.41, Synergy_Bliss=8.19, Synergy_Loewe=-10.2, Synergy_HSA=6.73. (6) Drug 1: CC1=C(C=C(C=C1)NC2=NC=CC(=N2)N(C)C3=CC4=NN(C(=C4C=C3)C)C)S(=O)(=O)N.Cl. Drug 2: CC(C)(C#N)C1=CC(=CC(=C1)CN2C=NC=N2)C(C)(C)C#N. Cell line: K-562. Synergy scores: CSS=17.6, Synergy_ZIP=0.458, Synergy_Bliss=4.13, Synergy_Loewe=4.37, Synergy_HSA=3.96. (7) Drug 1: CC=C1C(=O)NC(C(=O)OC2CC(=O)NC(C(=O)NC(CSSCCC=C2)C(=O)N1)C(C)C)C(C)C. Drug 2: CC1C(C(CC(O1)OC2CC(CC3=C2C(=C4C(=C3O)C(=O)C5=C(C4=O)C(=CC=C5)OC)O)(C(=O)CO)O)N)O.Cl. Cell line: HOP-92. Synergy scores: CSS=59.1, Synergy_ZIP=-2.50, Synergy_Bliss=-2.70, Synergy_Loewe=-18.7, Synergy_HSA=-0.356.